The task is: Predict the reactants needed to synthesize the given product.. This data is from Full USPTO retrosynthesis dataset with 1.9M reactions from patents (1976-2016). (1) Given the product [Cl:58][C:57]1[C:52]([N:49]2[C:45]3=[N:46][CH:47]=[N:48][C:43]([O:42][C@@H:30]([CH2:29][CH2:28][CH2:27][OH:26])[C:31]([NH:33][C:34]4[CH:39]=[CH:38][C:37]([C:40]#[N:41])=[CH:36][N:35]=4)=[O:32])=[C:44]3[CH:51]=[N:50]2)=[N:53][CH:54]=[CH:55][CH:56]=1, predict the reactants needed to synthesize it. The reactants are: [F-].C([N+](CCCC)(CCCC)CCCC)CCC.[Si]([O:26][CH2:27][CH2:28][CH2:29][C@H:30]([O:42][C:43]1[N:48]=[CH:47][N:46]=[C:45]2[N:49]([C:52]3[C:57]([Cl:58])=[CH:56][CH:55]=[CH:54][N:53]=3)[N:50]=[CH:51][C:44]=12)[C:31]([NH:33][C:34]1[CH:39]=[CH:38][C:37]([C:40]#[N:41])=[CH:36][N:35]=1)=[O:32])(C(C)(C)C)(C)C. (2) Given the product [CH3:46][N:22]1[CH2:23][C@@H:24]([O:25][CH2:26][CH2:27][CH2:28][CH2:29][CH2:30][CH2:31][CH2:32][CH2:33]/[CH:34]=[CH:35]\[CH2:36]/[CH:37]=[CH:38]\[CH2:39][CH2:40][CH2:41][CH2:42][CH3:43])[C@H:20]([O:19][CH2:1][CH2:2][CH2:3][CH2:4][CH2:5][CH2:6][CH2:7][CH2:8]/[CH:9]=[CH:10]\[CH2:11]/[CH:12]=[CH:13]\[CH2:14][CH2:15][CH2:16][CH2:17][CH3:18])[CH2:21]1, predict the reactants needed to synthesize it. The reactants are: [CH2:1]([O:19][C@H:20]1[C@H:24]([O:25][CH2:26][CH2:27][CH2:28][CH2:29][CH2:30][CH2:31][CH2:32][CH2:33]/[CH:34]=[CH:35]\[CH2:36]/[CH:37]=[CH:38]\[CH2:39][CH2:40][CH2:41][CH2:42][CH3:43])[CH2:23][NH:22][CH2:21]1)[CH2:2][CH2:3][CH2:4][CH2:5][CH2:6][CH2:7][CH2:8]/[CH:9]=[CH:10]\[CH2:11]/[CH:12]=[CH:13]\[CH2:14][CH2:15][CH2:16][CH2:17][CH3:18].C=O.[C:46](O[BH-](OC(=O)C)OC(=O)C)(=O)C.[Na+]. (3) Given the product [NH:1]1[CH2:22][CH2:21][CH2:20][C@H:2]1[C:3]([N:5]1[CH2:19][CH2:18][CH2:17][C@H:6]1[C:7]([NH:30][C@H:31]([C:36]([OH:38])=[O:37])[C@H:32]([CH2:34][CH3:35])[CH3:33])=[O:9])=[O:4].[CH3:39][N:40]1[C@@H:57]2[CH2:58][C:45]3[CH:46]=[CH:47][C:48]([O:59][CH3:60])=[C:49]4[O:50][C@H:51]5[C:52]([CH2:54][CH2:55][C@@H:56]2[C@:43]5([C:44]=34)[CH2:42][CH2:41]1)=[O:53], predict the reactants needed to synthesize it. The reactants are: [N:1]1(C(OC(C)(C)C)=O)[CH2:22][CH2:21][CH2:20][C@H:2]1[C:3]([N:5]1[CH2:19][CH2:18][CH2:17][C@H:6]1[C:7]([O:9]N1C(=O)CCC1=O)=O)=[O:4].[NH2:30][C@H:31]([C:36]([OH:38])=[O:37])[C@H:32]([CH2:34][CH3:35])[CH3:33].[CH3:39][N:40]1[C@@H:57]2[CH2:58][C:45]3[CH:46]=[CH:47][C:48]([O:59][CH3:60])=[C:49]4[O:50][C@H:51]5[C:52]([CH2:54][CH2:55][C@@H:56]2[C@:43]5([C:44]=34)[CH2:42][CH2:41]1)=[O:53]. (4) Given the product [CH2:20]([O:22][C:23](=[O:42])[CH2:24][C:25]1[CH:30]=[CH:29][C:28]([O:31][CH3:32])=[C:27]([C:12]2[C:11]([CH2:10][N:7]([C:6]([O:5][C:1]([CH3:4])([CH3:3])[CH3:2])=[O:19])[CH2:8][CH3:9])=[CH:16][C:15]([CH3:17])=[CH:14][N:13]=2)[CH:26]=1)[CH3:21], predict the reactants needed to synthesize it. The reactants are: [C:1]([O:5][C:6](=[O:19])[N:7]([CH2:10][C:11]1[C:12](Cl)=[N:13][CH:14]=[C:15]([CH3:17])[CH:16]=1)[CH2:8][CH3:9])([CH3:4])([CH3:3])[CH3:2].[CH2:20]([O:22][C:23](=[O:42])[CH2:24][C:25]1[CH:30]=[CH:29][C:28]([O:31][CH3:32])=[C:27](B2OC(C)(C)C(C)(C)O2)[CH:26]=1)[CH3:21].